This data is from Full USPTO retrosynthesis dataset with 1.9M reactions from patents (1976-2016). The task is: Predict the reactants needed to synthesize the given product. The reactants are: C([O:3][C:4]([CH:6]1[CH2:11][CH2:10][N:9]([CH2:12][C:13]2[C:17]3[CH:18]=[CH:19][C:20]([O:22][C:23]4[S:24][C:25]5[CH:31]=[CH:30][CH:29]=[CH:28][C:26]=5[N:27]=4)=[CH:21][C:16]=3[O:15][CH:14]=2)[CH2:8][CH2:7]1)=[O:5])C.[OH-].[K+].Cl. Given the product [CH:4]([OH:5])=[O:3].[S:24]1[C:25]2[CH:31]=[CH:30][CH:29]=[CH:28][C:26]=2[N:27]=[C:23]1[O:22][C:20]1[CH:19]=[CH:18][C:17]2[C:13]([CH2:12][N:9]3[CH2:10][CH2:11][CH:6]([C:4]([OH:5])=[O:3])[CH2:7][CH2:8]3)=[CH:14][O:15][C:16]=2[CH:21]=1, predict the reactants needed to synthesize it.